This data is from Full USPTO retrosynthesis dataset with 1.9M reactions from patents (1976-2016). The task is: Predict the reactants needed to synthesize the given product. Given the product [CH3:1][C:2]1[CH:3]=[CH:4][C:5]([S:8]([OH:11])(=[O:10])=[O:9])=[CH:6][CH:7]=1.[CH3:12][C:13]1[N:18]([C:19]2[CH:24]=[CH:23][CH:22]=[C:21]([C:25]([F:27])([F:26])[F:28])[CH:20]=2)[C:17](=[O:29])[C:16]([C:30]([NH:32][CH2:33][C:34]2[CH:39]=[CH:38][C:37]([S:40]([CH3:43])(=[O:42])=[O:41])=[CH:36][N:35]=2)=[O:31])=[CH:15][C:14]=1[C:44]1[N:48]([CH3:49])[N:47]=[CH:46][CH:45]=1.[C:61]1([CH3:72])[C:62]([S:68]([O-:71])(=[O:70])=[O:69])=[CH:63][C:64]([CH3:67])=[CH:65][CH:66]=1, predict the reactants needed to synthesize it. The reactants are: [CH3:1][C:2]1[CH:7]=[CH:6][C:5]([S:8]([OH:11])(=[O:10])=[O:9])=[CH:4][CH:3]=1.[CH3:12][C:13]1[N:18]([C:19]2[CH:24]=[CH:23][CH:22]=[C:21]([C:25]([F:28])([F:27])[F:26])[CH:20]=2)[C:17](=[O:29])[C:16]([C:30]([NH:32][CH2:33][C:34]2[CH:39]=[CH:38][C:37]([S:40]([CH3:43])(=[O:42])=[O:41])=[CH:36][N:35]=2)=[O:31])=[CH:15][C:14]=1[C:44]1[N:48]([CH3:49])[N:47]=[CH:46][CH:45]=1.S(C1C=CC(C)=CC=1)([O-])(=O)=O.[C:61]1([CH3:72])[C:62]([S:68]([OH:71])(=[O:70])=[O:69])=[CH:63][C:64]([CH3:67])=[CH:65][CH:66]=1.